From a dataset of Reaction yield outcomes from USPTO patents with 853,638 reactions. Predict the reaction yield, written as a fraction of the theoretical maximum amount of product (1.0 means a 100% yield; for example, 0.34 means a 34% yield). (1) The reactants are [Cl:1][C:2]1[C:10]2[S:9][C:8]([S:11][CH3:12])=[N:7][C:6]=2[CH:5]=[CH:4][C:3]=1[OH:13].Cl[C:15]1[CH:20]=[CH:19][N:18]=[C:17]([C:21]([NH:23][CH3:24])=[O:22])[CH:16]=1.C(=O)([O-])[O-].[Cs+].[Cs+]. The catalyst is CN1C(=O)CCC1.O. The product is [Cl:1][C:2]1[C:10]2[S:9][C:8]([S:11][CH3:12])=[N:7][C:6]=2[CH:5]=[CH:4][C:3]=1[O:13][C:15]1[CH:20]=[CH:19][N:18]=[C:17]([C:21]([NH:23][CH3:24])=[O:22])[CH:16]=1. The yield is 0.500. (2) The reactants are N([CH:4]([NH2:16])[C:5]1[CH:10]=[CH:9][C:8]([C:11]([F:14])([F:13])[F:12])=[C:7]([F:15])[CH:6]=1)=[N+]=[N-].[CH3:17]O. No catalyst specified. The product is [F:15][C:7]1[CH:6]=[C:5]([CH:4]([NH2:16])[CH3:17])[CH:10]=[CH:9][C:8]=1[C:11]([F:12])([F:13])[F:14]. The yield is 0.340. (3) The reactants are [C:1](N1C=CN=C1)([N:3]1[CH:7]=[CH:6]N=C1)=[O:2].[NH2:13][CH2:14][C:15]1[N:20]=[C:19]([C:21]#[C:22][C:23]2[C:24]([NH:29][C:30]3[CH:35]=[CH:34][C:33]([O:36][CH2:37][C:38]4[CH:43]=[CH:42][CH:41]=[C:40]([F:44])[CH:39]=4)=[C:32]([Cl:45])[CH:31]=3)=[N:25][CH:26]=[N:27][CH:28]=2)[CH:18]=[CH:17][CH:16]=1.C(O)(C(F)(F)F)=O.CCN(C(C)C)C(C)C.[CH3:62][S:63](CCN)(=[O:65])=[O:64]. The catalyst is C(Cl)(Cl)Cl.CCOC(C)=O. The product is [Cl:45][C:32]1[CH:31]=[C:30]([CH:35]=[CH:34][C:33]=1[O:36][CH2:37][C:38]1[CH:43]=[CH:42][CH:41]=[C:40]([F:44])[CH:39]=1)[NH:29][C:24]1[C:23]([C:22]#[C:21][C:19]2[N:20]=[C:15]([CH2:14][NH:13][C:1]([NH:3][CH2:7][CH2:6][S:63]([CH3:62])(=[O:65])=[O:64])=[O:2])[CH:16]=[CH:17][CH:18]=2)=[CH:28][N:27]=[CH:26][N:25]=1. The yield is 0.400. (4) The reactants are [CH2:1]([O:3][C:4](=[O:27])[CH2:5][CH:6]([C:11]1[C:16](Br)=[CH:15][C:14]([F:18])=[C:13]([N:19]=[N:20][N:21]2[CH2:25][CH2:24][CH2:23][CH2:22]2)[C:12]=1[F:26])[CH2:7][N+:8]([O-])=O)[CH3:2]. The catalyst is CCN(CC)CC.C(O)C.[Ni]. The product is [CH2:1]([O:3][C:4](=[O:27])[CH2:5][CH:6]([C:11]1[CH:16]=[CH:15][C:14]([F:18])=[C:13]([N:19]=[N:20][N:21]2[CH2:22][CH2:23][CH2:24][CH2:25]2)[C:12]=1[F:26])[CH2:7][NH2:8])[CH3:2]. The yield is 0.760. (5) The reactants are [O:1]1[CH2:6][CH2:5][CH2:4][CH2:3][CH:2]1[N:7]1[C:11]2[CH:12]=[CH:13][C:14]([C:16](=[N:19]O)CC)=[CH:15][C:10]=2[N:9]=[CH:8]1.[CH2:21]1COC[CH2:22]1. The catalyst is [Ni]. The product is [CH2:21]([C:15]1[C:10]2[N:9]=[CH:8][N:7]([CH:2]3[CH2:3][CH2:4][CH2:5][CH2:6][O:1]3)[C:11]=2[CH:12]=[CH:13][C:14]=1[CH2:16][NH2:19])[CH3:22]. The yield is 0.350.